This data is from Catalyst prediction with 721,799 reactions and 888 catalyst types from USPTO. The task is: Predict which catalyst facilitates the given reaction. (1) Reactant: [Cl:1][C:2]1[CH:7]=[CH:6][C:5]([N:8]2[C:16]([C:17]3[CH:22]=[CH:21][CH:20]=[CH:19][C:18]=3[Cl:23])=[N:15][C:14]3[C:9]2=[N:10][CH:11]=[N:12][C:13]=3[N:24]2[CH2:37][CH2:36][C:27]3([N:31]([CH:32]([CH3:34])[CH3:33])[CH2:30][NH:29][C:28]3=[O:35])[CH2:26][CH2:25]2)=[CH:4][CH:3]=1.[CH3:38]I.[H-].[Na+]. Product: [ClH:1].[Cl:1][C:2]1[CH:3]=[CH:4][C:5]([N:8]2[C:16]([C:17]3[CH:22]=[CH:21][CH:20]=[CH:19][C:18]=3[Cl:23])=[N:15][C:14]3[C:9]2=[N:10][CH:11]=[N:12][C:13]=3[N:24]2[CH2:37][CH2:36][C:27]3([N:31]([CH:32]([CH3:33])[CH3:34])[CH2:30][N:29]([CH3:38])[C:28]3=[O:35])[CH2:26][CH2:25]2)=[CH:6][CH:7]=1. The catalyst class is: 213. (2) Reactant: Br[C:2]1[CH:9]=[CH:8][C:7]([F:10])=[CH:6][C:3]=1[C:4]#[N:5].[Li]CCCC.[CH2:16]([Sn:20]([CH2:26][CH2:27][CH2:28][CH3:29])([CH2:22][CH2:23][CH2:24][CH3:25])Cl)[CH2:17][CH2:18][CH3:19].[NH4+].[Cl-]. Product: [F:10][C:7]1[CH:8]=[CH:9][C:2]([Sn:20]([CH2:22][CH2:23][CH2:24][CH3:25])([CH2:26][CH2:27][CH2:28][CH3:29])[CH2:16][CH2:17][CH2:18][CH3:19])=[C:3]([CH:6]=1)[C:4]#[N:5]. The catalyst class is: 28. (3) Reactant: [F:1][C:2]([F:31])([F:30])[C:3]1[CH:4]=[C:5]([NH:9][C:10]([C:12]2[CH:13]=[C:14]3[C:19](=[CH:20][CH:21]=2)[C:18]([O:22]C)=[N:17][N:16]=[C:15]3[C:24]2[CH:29]=[CH:28][CH:27]=[CH:26][CH:25]=2)=[O:11])[CH:6]=[CH:7][CH:8]=1.Br. Product: [F:31][C:2]([F:1])([F:30])[C:3]1[CH:4]=[C:5]([NH:9][C:10]([C:12]2[CH:13]=[C:14]3[C:19](=[CH:20][CH:21]=2)[C:18]([OH:22])=[N:17][N:16]=[C:15]3[C:24]2[CH:25]=[CH:26][CH:27]=[CH:28][CH:29]=2)=[O:11])[CH:6]=[CH:7][CH:8]=1. The catalyst class is: 12. (4) Reactant: [C:1]([O:5][C:6](=[O:34])[CH2:7][O:8][C:9]1[C:14]([CH3:15])=[CH:13][C:12]([C:16]2[O:17][C:18]3[N:19]=[C:20](S(C)(=O)=O)[N:21]=[C:22]([O:25][CH2:26][CH2:27][CH3:28])[C:23]=3[N:24]=2)=[CH:11][C:10]=1[CH3:33])([CH3:4])([CH3:3])[CH3:2].C(=O)([O-])[O-].[K+].[K+].[F:41][C:42]1[CH:47]=[CH:46][C:45]([F:48])=[CH:44][C:43]=1[OH:49].S([O-])(O)(=O)=O.[Na+]. Product: [C:1]([O:5][C:6](=[O:34])[CH2:7][O:8][C:9]1[C:14]([CH3:15])=[CH:13][C:12]([C:16]2[O:17][C:18]3[N:19]=[C:20]([O:49][C:43]4[CH:44]=[C:45]([F:48])[CH:46]=[CH:47][C:42]=4[F:41])[N:21]=[C:22]([O:25][CH2:26][CH2:27][CH3:28])[C:23]=3[N:24]=2)=[CH:11][C:10]=1[CH3:33])([CH3:4])([CH3:3])[CH3:2]. The catalyst class is: 9. (5) Reactant: C1(=O)C2=C3C(=CC=C2)C=CC=C3C1.ClN1C(=O)CCC1=O.[Cl:22][C:23]1[C:33]2[C:34]3[C:26]([CH2:27][C:28](=[O:35])[C:29]=3[CH:30]=[CH:31][CH:32]=2)=[CH:25][CH:24]=1.[BH4-].[Na+].[Cl-].[NH4+]. Product: [Cl:22][C:23]1[C:33]2[C:34]3[C:26]([CH2:27][CH:28]([OH:35])[C:29]=3[CH:30]=[CH:31][CH:32]=2)=[CH:25][CH:24]=1. The catalyst class is: 405.